This data is from Catalyst prediction with 721,799 reactions and 888 catalyst types from USPTO. The task is: Predict which catalyst facilitates the given reaction. (1) Reactant: C(Cl)Cl.O.[CH3:5][C:6]1[CH:7]=[N:8][C:9]([CH2:15][S+:16]([O-:28])[C:17]2[NH:18][C:19]3[CH:20]=[CH:21][C:22]([O:26][CH3:27])=[CH:23][C:24]=3[N:25]=2)=[C:10]([CH3:14])[C:11]=1[O:12][CH3:13].[Ca]. Product: [CH3:5][C:6]1[CH:7]=[N:8][C:9]([CH2:15][S+:16]([O-:28])[C:17]2[NH:18][C:19]3[CH:20]=[CH:21][C:22]([O:26][CH3:27])=[CH:23][C:24]=3[N:25]=2)=[C:10]([CH3:14])[C:11]=1[O:12][CH3:13]. The catalyst class is: 15. (2) Reactant: [Cl:1][C:2]1[CH:3]=[C:4]([NH:10][C:11]2[N:19]=[CH:18][CH:17]=[CH:16][C:12]=2[C:13]([OH:15])=O)[CH:5]=[CH:6][C:7]=1[O:8][CH3:9].Cl.[NH2:21][C:22]([CH3:27])([CH2:25][CH3:26])[C:23]#[CH:24].C1C=CC2N(O)N=NC=2C=1.CCN=C=NCCCN(C)C.CCN(C(C)C)C(C)C. Product: [Cl:1][C:2]1[CH:3]=[C:4]([NH:10][C:11]2[N:19]=[CH:18][CH:17]=[CH:16][C:12]=2[C:13]([NH:21][C:22]([CH3:27])([CH2:25][CH3:26])[C:23]#[CH:24])=[O:15])[CH:5]=[CH:6][C:7]=1[O:8][CH3:9]. The catalyst class is: 2. (3) Reactant: CO[C:3]1[CH:4]=[C:5]([CH:9]([C:12](=O)[CH2:13][C:14]2[CH:19]=[CH:18][CH:17]=[CH:16][CH:15]=2)[C:10]#[N:11])[CH:6]=[CH:7][CH:8]=1.[OH2:21].[NH2:22][NH2:23].[CH3:24]CO. Product: [CH2:13]([C:12]1[NH:23][N:22]=[C:10]([NH2:11])[C:9]=1[C:5]1[CH:6]=[CH:7][CH:8]=[C:3]([O:21][CH3:24])[CH:4]=1)[C:14]1[CH:19]=[CH:18][CH:17]=[CH:16][CH:15]=1. The catalyst class is: 33.